From a dataset of Ames mutagenicity test results for genotoxicity prediction. Regression/Classification. Given a drug SMILES string, predict its toxicity properties. Task type varies by dataset: regression for continuous values (e.g., LD50, hERG inhibition percentage) or binary classification for toxic/non-toxic outcomes (e.g., AMES mutagenicity, cardiotoxicity, hepatotoxicity). Dataset: ames. (1) The drug is O=[N+]([O-])c1ccc2c(c1)-c1ccccc1C2. The result is 1 (mutagenic). (2) The compound is Cc1c([N+](=O)[O-])cnc2c1nc1c(C)cccn12. The result is 1 (mutagenic). (3) The drug is CC(=O)OC1COC(Nc2ccc(C(=O)O)cc2)C(OC(C)=O)C1OC(C)=O. The result is 0 (non-mutagenic). (4) The result is 1 (mutagenic). The drug is Cc1ccc2cc(C)c3c4c(ccc3c2c1)C(O)C(O)C1OC41. (5) The drug is CC(C)[C@]12CC(=O)[C@@H](C)[C@H]1C2. The result is 0 (non-mutagenic). (6) The drug is CC(=O)Nc1ccccc1. The result is 0 (non-mutagenic).